The task is: Predict the reaction yield, written as a fraction of the theoretical maximum amount of product (1.0 means a 100% yield; for example, 0.34 means a 34% yield).. This data is from Reaction yield outcomes from USPTO patents with 853,638 reactions. (1) The reactants are [F:1][C:2]1([C:8]2[S:9][C:10]([C:13]3[CH:14]=[C:15]([NH:20][C:21]4[N:26]=[C:25]([C:27]([F:30])([F:29])[F:28])[CH:24]=[CH:23][N:22]=4)[CH:16]=[C:17]([CH3:19])[CH:18]=3)=[CH:11][N:12]=2)[CH2:7][CH2:6][S:5][CH2:4][CH2:3]1.[OH2:31].[OH2:32].O.O.O.O.C(O[O-])(=O)C1C(=CC=CC=1)C([O-])=O.[Mg+2]. The catalyst is C(Cl)Cl.CO.[O-]S([O-])(=S)=O.[Na+].[Na+].O. The product is [F:1][C:2]1([C:8]2[S:9][C:10]([C:13]3[CH:14]=[C:15]([NH:20][C:21]4[N:26]=[C:25]([C:27]([F:28])([F:29])[F:30])[CH:24]=[CH:23][N:22]=4)[CH:16]=[C:17]([CH3:19])[CH:18]=3)=[CH:11][N:12]=2)[CH2:3][CH2:4][S:5](=[O:32])(=[O:31])[CH2:6][CH2:7]1. The yield is 0.790. (2) The reactants are [F:1][C:2]1[CH:7]=[CH:6][C:5]([CH:8]([C:12]2[CH:17]=[C:16]([O:18][C:19]([F:24])([F:23])[CH:20]([F:22])[F:21])[CH:15]=[C:14]([F:25])[CH:13]=2)[NH:9][CH:10]=O)=[CH:4][C:3]=1[O:26][CH:27]([CH3:29])[CH3:28].CCN(CC)CC.P(Cl)(Cl)(Cl)=O. The catalyst is C1COCC1. The product is [F:1][C:2]1[CH:7]=[CH:6][C:5]([CH:8]([C:12]2[CH:17]=[C:16]([O:18][C:19]([F:23])([F:24])[CH:20]([F:22])[F:21])[CH:15]=[C:14]([F:25])[CH:13]=2)[N+:9]#[C-:10])=[CH:4][C:3]=1[O:26][CH:27]([CH3:29])[CH3:28]. The yield is 0.670. (3) The product is [Br:16][C:17]1[C:22]([F:23])=[CH:21][C:20]2[O:24][CH2:25][C@@H:26]3[CH2:31][S:30][C:29]([NH:32][C:9](=[O:10])[O:11][C:12]([CH3:13])([CH3:14])[CH3:15])=[N:28][C@:27]3([CH3:33])[C:19]=2[CH:18]=1. The yield is 0.730. The reactants are [C:9](O[C:9]([O:11][C:12]([CH3:15])([CH3:14])[CH3:13])=[O:10])([O:11][C:12]([CH3:15])([CH3:14])[CH3:13])=[O:10].[Br:16][C:17]1[C:22]([F:23])=[CH:21][C:20]2[O:24][CH2:25][C@@H:26]3[CH2:31][S:30][C:29]([NH2:32])=[N:28][C@:27]3([CH3:33])[C:19]=2[CH:18]=1. The catalyst is C1COCC1. (4) The reactants are [C:1]([Si:5]([CH3:8])([CH3:7])Cl)([CH3:4])([CH3:3])[CH3:2].[OH:9][C:10]1[CH:11]=[C:12]([CH:15]=[CH:16][CH:17]=1)[CH:13]=[O:14].N1C=CN=C1. The catalyst is C(Cl)(Cl)Cl. The product is [Si:5]([O:9][C:10]1[CH:11]=[C:12]([CH:15]=[CH:16][CH:17]=1)[CH:13]=[O:14])([C:1]([CH3:4])([CH3:3])[CH3:2])([CH3:8])[CH3:7]. The yield is 0.540. (5) The reactants are [NH2:1][C:2]1[C:7]([Br:8])=[CH:6][C:5]([CH3:9])=[CH:4][N:3]=1.[H-].[Na+].[CH2:12]([N:19]1[CH:24]=[C:23]([Cl:25])[N:22]=[C:21](Cl)[C:20]1=[O:27])[C:13]1[CH:18]=[CH:17][CH:16]=[CH:15][CH:14]=1. The catalyst is C1COCC1. The product is [CH2:12]([N:19]1[CH:24]=[C:23]([Cl:25])[N:22]=[C:21]([NH:1][C:2]2[C:7]([Br:8])=[CH:6][C:5]([CH3:9])=[CH:4][N:3]=2)[C:20]1=[O:27])[C:13]1[CH:18]=[CH:17][CH:16]=[CH:15][CH:14]=1. The yield is 0.400.